Predict the reactants needed to synthesize the given product. From a dataset of Full USPTO retrosynthesis dataset with 1.9M reactions from patents (1976-2016). (1) Given the product [NH:1]1[C:2]2[C:3](=[CH:4][C:5]([C:6]([O:8][CH2:9][CH3:10])=[O:7])=[CH:11][CH:12]=2)[CH:13]=[N:44]1, predict the reactants needed to synthesize it. The reactants are: [NH2:1][C:2]1[CH:12]=[CH:11][C:5]([C:6]([O:8][CH2:9][CH3:10])=[O:7])=[CH:4][C:3]=1[CH3:13].C([O-])(=O)C.[K+].C(OC(=O)C)(=O)C.C1OCCOCCOCCOCCOCCOC1.[N:44](OCCC(C)C)=O.C(=O)(O)[O-].[Na+].O.N. (2) Given the product [N:33]1[CH:32]=[CH:31][C:30]([C:28]2[N:29]=[C:25]([NH:24][C:21]([C:19]3[CH:18]=[CH:17][C:16]4[N:12]([CH2:11][CH2:10][CH2:9][NH2:8])[CH:13]=[N:14][C:15]=4[CH:20]=3)=[O:23])[S:26][CH:27]=2)=[CH:35][CH:34]=1, predict the reactants needed to synthesize it. The reactants are: C(OC([NH:8][CH2:9][CH2:10][CH2:11][N:12]1[C:16]2[CH:17]=[CH:18][C:19]([C:21]([OH:23])=O)=[CH:20][C:15]=2[N:14]=[CH:13]1)=O)(C)(C)C.[NH2:24][C:25]1[S:26][CH:27]=[C:28]([C:30]2[CH:35]=[CH:34][N:33]=[CH:32][CH:31]=2)[N:29]=1. (3) Given the product [Cl:18][C:19]1[CH:20]=[C:21]([C:22]([N:4]2[C:5]3[CH:10]=[CH:9][CH:8]=[CH:7][C:6]=3[O:1][CH2:2][CH2:3]2)=[O:23])[CH:25]=[CH:26][C:27]=1[O:28][CH3:29], predict the reactants needed to synthesize it. The reactants are: [O:1]1[C:6]2[CH:7]=[CH:8][CH:9]=[CH:10][C:5]=2[NH:4][CH2:3][CH2:2]1.C(N(CC)CC)C.[Cl:18][C:19]1[CH:20]=[C:21]([CH:25]=[CH:26][C:27]=1[O:28][CH3:29])[C:22](Cl)=[O:23]. (4) The reactants are: Cl.[NH2:2][CH2:3][CH2:4][CH2:5][N:6]1[C:14](=[O:15])[C:13]2[N:12]([CH2:16][C:17]3[CH:22]=[CH:21][C:20]([Cl:23])=[CH:19][CH:18]=3)[C:11]([O:24][C:25]3[CH:30]=[CH:29][CH:28]=[C:27]([O:31][C:32]([F:35])([F:34])[F:33])[CH:26]=3)=[N:10][C:9]=2[N:8]([CH3:36])[C:7]1=[O:37].[C:38](Cl)(=[O:40])[CH3:39]. Given the product [Cl:23][C:20]1[CH:21]=[CH:22][C:17]([CH2:16][N:12]2[C:13]3[C:14](=[O:15])[N:6]([CH2:5][CH2:4][CH2:3][NH:2][C:38](=[O:40])[CH3:39])[C:7](=[O:37])[N:8]([CH3:36])[C:9]=3[N:10]=[C:11]2[O:24][C:25]2[CH:30]=[CH:29][CH:28]=[C:27]([O:31][C:32]([F:34])([F:33])[F:35])[CH:26]=2)=[CH:18][CH:19]=1, predict the reactants needed to synthesize it. (5) Given the product [Cl:1][C:2]1[C:11]2[O:10][CH2:9][CH2:8][O:7][C:6]=2[C:5]([C@H:12]2[C@H:17]([OH:18])[C@@H:16]([OH:26])[C@H:15]([OH:34])[C@@H:14]([CH2:42][OH:43])[O:13]2)=[CH:4][C:3]=1[CH2:51][C:52]1[CH:57]=[CH:56][C:55]([O:58][CH2:59][CH3:60])=[CH:54][CH:53]=1, predict the reactants needed to synthesize it. The reactants are: [Cl:1][C:2]1[C:11]2[O:10][CH2:9][CH2:8][O:7][C:6]=2[C:5]([C@H:12]2[C@H:17]([O:18]CC3C=CC=CC=3)[C@@H:16]([O:26]CC3C=CC=CC=3)[C@H:15]([O:34]CC3C=CC=CC=3)[C@@H:14]([CH2:42][O:43]CC3C=CC=CC=3)[O:13]2)=[CH:4][C:3]=1[CH2:51][C:52]1[CH:57]=[CH:56][C:55]([O:58][CH2:59][CH3:60])=[CH:54][CH:53]=1. (6) Given the product [F:1][C:2]1[CH:7]=[C:6]([F:8])[CH:5]=[CH:4][C:3]=1[CH2:9][NH:10][C:11]([C:13]1[C:14](=[O:45])[C:15]([O:28][CH2:29][O:30][C:31]([O:33][CH2:34][C:35]([OH:37])=[O:36])=[O:32])=[C:16]2[C:21](=[O:22])[N:20]3[C@@H:23]([CH3:26])[CH2:24][O:25][C@@H:19]3[CH2:18][N:17]2[CH:27]=1)=[O:12], predict the reactants needed to synthesize it. The reactants are: [F:1][C:2]1[CH:7]=[C:6]([F:8])[CH:5]=[CH:4][C:3]=1[CH2:9][NH:10][C:11]([C:13]1[C:14](=[O:45])[C:15]([O:28][CH2:29][O:30][C:31]([O:33][CH2:34][C:35]([O:37]CC2C=CC=CC=2)=[O:36])=[O:32])=[C:16]2[C:21](=[O:22])[N:20]3[C@@H:23]([CH3:26])[CH2:24][O:25][C@@H:19]3[CH2:18][N:17]2[CH:27]=1)=[O:12].[H][H]. (7) Given the product [N:12]1[CH:13]=[CH:14][C:9]([CH2:8][C:7]2[CH:15]=[CH:16][C:4]([NH2:1])=[CH:5][CH:6]=2)=[CH:10][CH:11]=1, predict the reactants needed to synthesize it. The reactants are: [N+:1]([C:4]1[CH:16]=[CH:15][C:7]([CH2:8][C:9]2[CH:14]=[CH:13][N:12]=[CH:11][CH:10]=2)=[CH:6][CH:5]=1)([O-])=O. (8) Given the product [F:5][C:6]([F:17])([F:16])[C:7]1[CH:15]=[CH:14][C:10]([C:11]([O:18][CH2:2][Cl:4])=[O:12])=[CH:9][CH:8]=1, predict the reactants needed to synthesize it. The reactants are: Cl[CH:2]([Cl:4])C.[F:5][C:6]([F:17])([F:16])[C:7]1[CH:15]=[CH:14][C:10]([C:11](Cl)=[O:12])=[CH:9][CH:8]=1.[O:18]1CCCOO1.